This data is from Cav3 T-type calcium channel HTS with 100,875 compounds. The task is: Binary Classification. Given a drug SMILES string, predict its activity (active/inactive) in a high-throughput screening assay against a specified biological target. The compound is s1c(c2[nH]nc3OC(N)=C(C(c23)c2ccoc2)C#N)ccc1. The result is 0 (inactive).